Dataset: Forward reaction prediction with 1.9M reactions from USPTO patents (1976-2016). Task: Predict the product of the given reaction. (1) Given the reactants [Cl:1][C:2]1[C:3]([CH3:12])=[C:4]([C:6]([N+:9]([O-])=O)=[CH:7][CH:8]=1)[NH2:5].C(OCC)(=O)C, predict the reaction product. The product is: [Cl:1][C:2]1[C:3]([CH3:12])=[C:4]([NH2:5])[C:6]([NH2:9])=[CH:7][CH:8]=1. (2) Given the reactants [NH:1]1[CH:5]=[CH:4][N:3]=[C:2]1[CH2:6][N:7]([CH2:14][C:15]1[CH:28]=[CH:27][C:18]([C:19]([NH:21][CH2:22][CH2:23][CH2:24][CH2:25][NH2:26])=[O:20])=[CH:17][CH:16]=1)[CH2:8][C:9]1[NH:10][CH:11]=[CH:12][N:13]=1.[F:29][C:30]([F:41])([F:40])[O:31][C:32]1[CH:39]=[CH:38][CH:37]=[CH:36][C:33]=1[CH:34]=O.C(OC)(OC)OC.[BH4-].[Na+], predict the reaction product. The product is: [CH:37]1[CH:36]=[C:33]([CH2:34][NH:26][CH2:25][CH2:24][CH2:23][CH2:22][NH:21][C:19]([C:18]2[CH:27]=[CH:28][C:15]([CH2:14][N:7]([CH2:8][C:9]3[NH:13][CH:12]=[CH:11][N:10]=3)[CH2:6][C:2]3[NH:3][CH:4]=[CH:5][N:1]=3)=[CH:16][CH:17]=2)=[O:20])[C:32]([O:31][C:30]([F:29])([F:40])[F:41])=[CH:39][CH:38]=1. (3) Given the reactants Br[C:2]1[C:3]2[CH2:20][CH2:19][N:18]([C:21](=[O:26])[C:22]([F:25])([F:24])[F:23])[CH2:17][CH2:16][C:4]=2[CH:5]=[C:6]2[C:11]=1[N:10]([CH2:12][CH2:13][O:14][CH3:15])[CH2:9][CH2:8][CH2:7]2.[F:27][C:28]([F:33])([F:32])C([O-])=O.[Na+].CN1CCCC1=O.O, predict the reaction product. The product is: [F:25][C:22]([F:24])([F:23])[C:21]([N:18]1[CH2:19][CH2:20][C:3]2[C:2]([C:28]([F:33])([F:32])[F:27])=[C:11]3[C:6]([CH2:7][CH2:8][CH2:9][N:10]3[CH2:12][CH2:13][O:14][CH3:15])=[CH:5][C:4]=2[CH2:16][CH2:17]1)=[O:26]. (4) Given the reactants [ClH:1].C(OC([N:9]1[C@H:13]([C:14]2[CH:19]=[CH:18][CH:17]=[CH:16][CH:15]=2)[C@H:12]([C:20]2[CH:25]=[CH:24][CH:23]=[CH:22][CH:21]=2)[N:11]=[C:10]1[NH:26][CH2:27][C:28]1[CH:33]=[C:32]([F:34])[C:31]([F:35])=[C:30]([F:36])[CH:29]=1)=O)(C)(C)C, predict the reaction product. The product is: [ClH:1].[C:14]1([C@H:13]2[C@@H:12]([C:20]3[CH:21]=[CH:22][CH:23]=[CH:24][CH:25]=3)[NH:11][C:10]([NH:26][CH2:27][C:28]3[CH:33]=[C:32]([F:34])[C:31]([F:35])=[C:30]([F:36])[CH:29]=3)=[N:9]2)[CH:19]=[CH:18][CH:17]=[CH:16][CH:15]=1. (5) Given the reactants Br[C:2]1[CH:3]=[C:4]([CH2:14][C:15]([N:17]2[CH2:22][CH2:21][CH:20]([N:23]3[C:31]4[C:26](=[N:27][CH:28]=[CH:29][CH:30]=4)[NH:25][C:24]3=[O:32])[CH2:19][CH2:18]2)=[O:16])[C:5](=[O:13])[N:6]([CH2:8][C:9]([F:12])([F:11])[F:10])[CH:7]=1.[C:33]1(B(O)O)[CH:38]=[CH:37][CH:36]=[CH:35][CH:34]=1.P([O-])([O-])([O-])=O.[K+].[K+].[K+].O, predict the reaction product. The product is: [O:13]=[C:5]1[C:4]([CH2:14][C:15]([N:17]2[CH2:22][CH2:21][CH:20]([N:23]3[C:31]4[C:26](=[N:27][CH:28]=[CH:29][CH:30]=4)[NH:25][C:24]3=[O:32])[CH2:19][CH2:18]2)=[O:16])=[CH:3][C:2]([C:33]2[CH:38]=[CH:37][CH:36]=[CH:35][CH:34]=2)=[CH:7][N:6]1[CH2:8][C:9]([F:12])([F:11])[F:10]. (6) Given the reactants C[O:2][C:3](=[O:24])[C:4]1[CH:9]=[CH:8][C:7]([O:10][CH2:11][C:12]2[C:13]([C:18]3[CH:23]=[CH:22][CH:21]=[CH:20][N:19]=3)=[N:14][O:15][C:16]=2[CH3:17])=[N:6][CH:5]=1.O.[OH-].[Li+].Cl, predict the reaction product. The product is: [CH3:17][C:16]1[O:15][N:14]=[C:13]([C:18]2[CH:23]=[CH:22][CH:21]=[CH:20][N:19]=2)[C:12]=1[CH2:11][O:10][C:7]1[CH:8]=[CH:9][C:4]([C:3]([OH:24])=[O:2])=[CH:5][N:6]=1. (7) Given the reactants [CH2:1]([O:3][C:4](=[O:14])[CH2:5][NH:6][CH2:7][C:8]1[CH:13]=[CH:12][CH:11]=[CH:10][CH:9]=1)[CH3:2].[C:15](Cl)(=[O:19])[CH:16]([CH3:18])[CH3:17], predict the reaction product. The product is: [CH2:7]([N:6]([CH2:5][C:4]([OH:3])=[O:14])[C:15](=[O:19])[CH:16]([CH3:18])[CH3:17])[C:8]1[CH:9]=[CH:10][CH:11]=[CH:12][CH:13]=1.[CH2:1]([O:3][C:4](=[O:14])[CH2:5][N:6]([CH2:7][C:8]1[CH:13]=[CH:12][CH:11]=[CH:10][CH:9]=1)[C:15](=[O:19])[CH:16]([CH3:18])[CH3:17])[CH3:2]. (8) The product is: [OH:23][C:16]1[C:15]([CH2:14][NH:13][C:11]([C:10]2[C:5]3[CH:4]=[N:3][C:2]([N:33]4[CH2:38][CH2:37][O:36][CH2:35][CH2:34]4)=[N:7][C:6]=3[N:8]([C@@H:25]([C:27]3[CH:32]=[CH:31][CH:30]=[CH:29][CH:28]=3)[CH3:26])[C:9]=2[CH3:24])=[O:12])=[C:20]([CH3:21])[CH:19]=[C:18]([CH3:22])[N:17]=1. Given the reactants Cl[C:2]1[N:3]=[CH:4][C:5]2[C:10]([C:11]([NH:13][CH2:14][C:15]3[C:16]([OH:23])=[N:17][C:18]([CH3:22])=[CH:19][C:20]=3[CH3:21])=[O:12])=[C:9]([CH3:24])[N:8]([C@@H:25]([C:27]3[CH:32]=[CH:31][CH:30]=[CH:29][CH:28]=3)[CH3:26])[C:6]=2[N:7]=1.[NH:33]1[CH2:38][CH2:37][O:36][CH2:35][CH2:34]1, predict the reaction product.